From a dataset of Full USPTO retrosynthesis dataset with 1.9M reactions from patents (1976-2016). Predict the reactants needed to synthesize the given product. (1) Given the product [F:11][C:10]([F:13])([F:12])[C:9]([C:6]1[CH:7]=[CH:8][C:3]([CH2:2][N:30]2[CH2:31][CH2:32][NH:27][CH:28]([C:33]([O:35][CH3:36])=[O:34])[CH2:29]2)=[CH:4][CH:5]=1)([OH:18])[C:14]([F:17])([F:16])[F:15], predict the reactants needed to synthesize it. The reactants are: Br[CH2:2][C:3]1[CH:8]=[CH:7][C:6]([C:9]([OH:18])([C:14]([F:17])([F:16])[F:15])[C:10]([F:13])([F:12])[F:11])=[CH:5][CH:4]=1.C(=O)([O-])[O-].[K+].[K+].Cl.Cl.[NH:27]1[CH2:32][CH2:31][NH:30][CH2:29][CH:28]1[C:33]([O:35][CH3:36])=[O:34]. (2) Given the product [N+:18]([CH2:21][CH2:22][O:12][C:11](=[O:13])/[CH:10]=[CH:9]/[C:4]1[CH:5]=[CH:6][C:7]([OH:8])=[C:2]([OH:1])[CH:3]=1)([O-:20])=[O:19], predict the reactants needed to synthesize it. The reactants are: [OH:1][C:2]1[CH:3]=[C:4]([CH:9]=[CH:10][C:11]([OH:13])=[O:12])[CH:5]=[CH:6][C:7]=1[OH:8].S(Cl)(Cl)=O.[N+:18]([CH2:21][CH2:22]O)([O-:20])=[O:19]. (3) Given the product [Cl:1][C:2]1[C:10]([O:11][CH2:65][CH2:64][CH2:63][O:55][Si:56]([C:59]([CH3:60])([CH3:62])[CH3:61])([CH3:57])[CH3:58])=[CH:9][C:8]([C:12]2[N:13]([C:28]([O:30][C:31]([CH3:32])([CH3:34])[CH3:33])=[O:29])[C:14]3[C:19]([CH:20]=2)=[CH:18][C:17]([CH2:21][N:22]2[CH2:27][CH2:26][CH2:25][CH2:24][CH2:23]2)=[CH:16][CH:15]=3)=[C:7]2[C:3]=1[CH2:4][NH:5][C:6]2=[O:35], predict the reactants needed to synthesize it. The reactants are: [Cl:1][C:2]1[C:10]([OH:11])=[CH:9][C:8]([C:12]2[N:13]([C:28]([O:30][C:31]([CH3:34])([CH3:33])[CH3:32])=[O:29])[C:14]3[C:19]([CH:20]=2)=[CH:18][C:17]([CH2:21][N:22]2[CH2:27][CH2:26][CH2:25][CH2:24][CH2:23]2)=[CH:16][CH:15]=3)=[C:7]2[C:3]=1[CH2:4][NH:5][C:6]2=[O:35].C1(P(C2C=CC=CC=2)C2C=CC=CC=2)C=CC=CC=1.[O:55]([CH2:63][CH2:64][CH2:65]O)[Si:56]([C:59]([CH3:62])([CH3:61])[CH3:60])([CH3:58])[CH3:57].CCOC(/N=N/C(OCC)=O)=O.C1(C)C=CC=CC=1.